Dataset: Aqueous solubility values for 9,982 compounds from the AqSolDB database. Task: Regression/Classification. Given a drug SMILES string, predict its absorption, distribution, metabolism, or excretion properties. Task type varies by dataset: regression for continuous measurements (e.g., permeability, clearance, half-life) or binary classification for categorical outcomes (e.g., BBB penetration, CYP inhibition). For this dataset (solubility_aqsoldb), we predict Y. (1) The molecule is CCCCCCCCCCCCC1CO1. The Y is -5.98 log mol/L. (2) The molecule is Clc1ccc(-c2c(Cl)c(Cl)c(Cl)c(Cl)c2Cl)c(Cl)c1Cl. The Y is -9.29 log mol/L. (3) The molecule is CCN(CC)C(=S)[S-].CCN(CC)C(=S)[S-].[Zn+2]. The Y is -5.53 log mol/L. (4) The drug is COC(=O)c1ccc(N)cc1. The Y is -1.60 log mol/L. (5) The molecule is NC1[C@@H]2CN(c3nc4c(cc3F)c(=O)c(C(=O)O)cn4-c3ccc(F)cc3F)C[C@H]12. The Y is -4.53 log mol/L. (6) The Y is -0.205 log mol/L. The drug is CN(C)NC(=O)CCC(=O)O. (7) The drug is CC(C)c1nnc(NS(=O)(=O)c2ccc(N)cc2)s1. The Y is -3.41 log mol/L. (8) The drug is CC(C)c1ccccc1. The Y is -3.29 log mol/L. (9) The compound is CC1(O)CCC(C(C)(C)O)CC1.O. The Y is -1.68 log mol/L.